This data is from Retrosynthesis with 50K atom-mapped reactions and 10 reaction types from USPTO. The task is: Predict the reactants needed to synthesize the given product. Given the product C=Cc1ccc2oc(-c3cc4ccccc4cn3)cc(=NOC(C)(C)C)c2c1, predict the reactants needed to synthesize it. The reactants are: C=C[Sn](CCCC)(CCCC)CCCC.CC(C)(C)ON=c1cc(-c2cc3ccccc3cn2)oc2ccc(Br)cc12.